This data is from Human liver microsome stability data. The task is: Regression/Classification. Given a drug SMILES string, predict its absorption, distribution, metabolism, or excretion properties. Task type varies by dataset: regression for continuous measurements (e.g., permeability, clearance, half-life) or binary classification for categorical outcomes (e.g., BBB penetration, CYP inhibition). Dataset: hlm. (1) The molecule is COc1ccc(C2=Nc3c(C(C)(C)C)nn(CCCO)c3C(=O)NC2)cc1-c1ccc(C(=O)O)cc1. The result is 0 (unstable in human liver microsomes). (2) The molecule is O=C(/C=C/c1ccc(C(F)(F)F)cc1)NO. The result is 0 (unstable in human liver microsomes). (3) The drug is O=C(Nc1ccc(-c2cn[nH]c2)cc1)C1COc2ccc(Cl)cc2C1. The result is 0 (unstable in human liver microsomes). (4) The molecule is N#CC1(n2cc([C@@H](NC(=O)c3ccsc3)C3CCCOC3)nn2)CC1. The result is 0 (unstable in human liver microsomes). (5) The compound is CC(C)OC(=O)C1=CN(C(=O)c2ccc(F)c(F)c2)CC(C)(C)c2c1[nH]c1ccccc21. The result is 1 (stable in human liver microsomes). (6) The drug is C=CC(=O)NCc1coc(-c2c(N)ncnc2Nc2ccc(Oc3cc(Cl)ccc3Cl)c(Cl)c2)n1. The result is 0 (unstable in human liver microsomes).